The task is: Binary Classification. Given a T-cell receptor sequence (or CDR3 region) and an epitope sequence, predict whether binding occurs between them.. This data is from TCR-epitope binding with 47,182 pairs between 192 epitopes and 23,139 TCRs. (1) The epitope is TPINLVRDL. The TCR CDR3 sequence is CASSLYGSGDREQFF. Result: 1 (the TCR binds to the epitope). (2) The epitope is NLSALGIFST. The TCR CDR3 sequence is CAWNPGANQPQHF. Result: 0 (the TCR does not bind to the epitope). (3) The epitope is FLASKIGRLV. The TCR CDR3 sequence is CASSPGTGGAYEQYF. Result: 0 (the TCR does not bind to the epitope). (4) The epitope is TSDLATNNLVVMAY. The TCR CDR3 sequence is CASSPSAGLYSNQPQHF. Result: 0 (the TCR does not bind to the epitope). (5) The epitope is TPGPGVRYPL. The TCR CDR3 sequence is CSATPGQGYEQYF. Result: 0 (the TCR does not bind to the epitope). (6) The epitope is SQASSRSSSR. The TCR CDR3 sequence is CASSPTGQLETQYF. Result: 0 (the TCR does not bind to the epitope). (7) The epitope is IVDTVSALV. The TCR CDR3 sequence is CASSLGQNTYEQYF. Result: 0 (the TCR does not bind to the epitope).